Dataset: Full USPTO retrosynthesis dataset with 1.9M reactions from patents (1976-2016). Task: Predict the reactants needed to synthesize the given product. (1) Given the product [Cl:1][C:2]1[CH:7]=[CH:6][C:5]([CH:8]=[O:9])=[CH:4][C:3]=1[NH:10][S:11]([C:14]1[CH:19]=[CH:18][C:17]([O:20][CH3:21])=[C:16]([O:22][CH3:23])[CH:15]=1)(=[O:13])=[O:12], predict the reactants needed to synthesize it. The reactants are: [Cl:1][C:2]1[CH:7]=[CH:6][C:5]([CH2:8][OH:9])=[CH:4][C:3]=1[NH:10][S:11]([C:14]1[CH:19]=[CH:18][C:17]([O:20][CH3:21])=[C:16]([O:22][CH3:23])[CH:15]=1)(=[O:13])=[O:12]. (2) Given the product [N+:27]([C:30]1[CH:31]=[CH:32][C:33]([S:36]([O:15][C@@H:10]2[CH2:11][CH2:12][CH2:13][CH2:14][C@@H:9]2[O:8][CH2:7][CH2:6][C:5]2[CH:16]=[CH:17][C:18]([O:19][CH3:20])=[C:3]([O:2][CH3:1])[CH:4]=2)(=[O:38])=[O:37])=[CH:34][CH:35]=1)([O-:29])=[O:28], predict the reactants needed to synthesize it. The reactants are: [CH3:1][O:2][C:3]1[CH:4]=[C:5]([CH:16]=[CH:17][C:18]=1[O:19][CH3:20])[CH2:6][CH2:7][O:8][C@H:9]1[CH2:14][CH2:13][CH2:12][CH2:11][C@H:10]1[OH:15].N1C=CC=CC=1.[N+:27]([C:30]1[CH:35]=[CH:34][C:33]([S:36](Cl)(=[O:38])=[O:37])=[CH:32][CH:31]=1)([O-:29])=[O:28]. (3) Given the product [CH3:24][N:22]1[C:23]2[C:18](=[CH:17][CH:16]=[CH:15][C:14]=2[CH:13]2[CH2:12][O:26]2)[CH:19]=[CH:20][C:21]1=[O:25], predict the reactants needed to synthesize it. The reactants are: CC1C=CC(S(O[CH2:12][CH:13]([OH:26])[C:14]2[CH:15]=[CH:16][CH:17]=[C:18]3[C:23]=2[N:22]([CH3:24])[C:21](=[O:25])[CH:20]=[CH:19]3)(=O)=O)=CC=1.C(=O)([O-])[O-].[K+].[K+]. (4) The reactants are: [N+:1]([C:4]1[C:13]2[C:8](=[CH:9][CH:10]=[CH:11][CH:12]=2)[CH:7]=[CH:6][C:5]=1[CH:14]=O)([O-:3])=[O:2].[C:16](Br)(Br)([Br:18])[Br:17].C1C=CC(P(C2C=CC=CC=2)C2C=CC=CC=2)=CC=1.CCCCCC. Given the product [Br:17][C:16]([Br:18])=[CH:14][C:5]1[CH:6]=[CH:7][C:8]2[C:13](=[CH:12][CH:11]=[CH:10][CH:9]=2)[C:4]=1[N+:1]([O-:3])=[O:2], predict the reactants needed to synthesize it.